From a dataset of Full USPTO retrosynthesis dataset with 1.9M reactions from patents (1976-2016). Predict the reactants needed to synthesize the given product. Given the product [CH2:17]([O:16][C:14]([C:9]1[N:10]([CH2:20][C:21]([O:23][CH2:24][CH3:25])=[O:22])[C:11]2[C:7]([CH:8]=1)=[CH:6][C:5]([O:4][CH3:3])=[CH:13][CH:12]=2)=[O:15])[CH3:18], predict the reactants needed to synthesize it. The reactants are: [H-].[Na+].[CH3:3][O:4][C:5]1[CH:6]=[C:7]2[C:11](=[CH:12][CH:13]=1)[NH:10][C:9]([C:14]([O:16][CH2:17][CH3:18])=[O:15])=[CH:8]2.Br[CH2:20][C:21]([O:23][CH2:24][CH3:25])=[O:22].